Dataset: Drug-target binding data from BindingDB using IC50 measurements. Task: Regression. Given a target protein amino acid sequence and a drug SMILES string, predict the binding affinity score between them. We predict pIC50 (pIC50 = -log10(IC50 in M); higher means more potent). Dataset: bindingdb_ic50. The small molecule is CC(C)CN(CC(=O)Nc1cc(F)cc(F)c1)C(=O)c1ccc(Cl)cc1. The target protein (Q9Y345) has sequence MDCSAPKEMNKLPANSPEAAAAQGHPDGPCAPRTSPEQELPAAAAPPPPRVPRSASTGAQTFQSADARACEAERPGVGSCKLSSPRAQAASAALRDLREAQGAQASPPPGSSGPGNALHCKIPFLRGPEGDANVSVGKGTLERNNTPVVGWVNMSQSTVVLATDGITSVLPGSVATVATQEDEQGDENKARGNWSSKLDFILSMVGYAVGLGNVWRFPYLAFQNGGGAFLIPYLMMLALAGLPIFFLEVSLGQFASQGPVSVWKAIPALQGCGIAMLIISVLIAIYYNVIICYTLFYLFASFVSVLPWGSCNNPWNTPECKDKTKLLLDSCVISDHPKIQIKNSTFCMTAYPNVTMVNFTSQANKTFVSGSEEYFKYFVLKISAGIEYPGEIRWPLALCLFLAWVIVYASLAKGIKTSGKVVYFTATFPYVVLVILLIRGVTLPGAGAGIWYFITPKWEKLTDATVWKDAATQIFFSLSAAWGGLITLSSYNKFHNNCYR.... The pIC50 is 4.6.